Task: Predict the reactants needed to synthesize the given product.. Dataset: Full USPTO retrosynthesis dataset with 1.9M reactions from patents (1976-2016) Given the product [F:19][C:14]1[CH:13]=[C:12]([C:8]2[CH:7]=[N:6][C:5]3[C:10](=[CH:11][C:2]([C:35]4[S:36][CH:37]=[CH:38][N:39]=4)=[C:3]([OH:29])[C:4]=3[C:20]([NH:22][CH2:23][C:24]([O:26][CH2:27][CH3:28])=[O:25])=[O:21])[N:9]=2)[CH:17]=[CH:16][C:15]=1[F:18], predict the reactants needed to synthesize it. The reactants are: Br[C:2]1[CH:11]=[C:10]2[C:5]([N:6]=[CH:7][C:8]([C:12]3[CH:17]=[CH:16][C:15]([F:18])=[C:14]([F:19])[CH:13]=3)=[N:9]2)=[C:4]([C:20]([NH:22][CH2:23][C:24]([O:26][CH2:27][CH3:28])=[O:25])=[O:21])[C:3]=1[OH:29].C([Sn](CCCC)(CCCC)[C:35]1[S:36][CH:37]=[CH:38][N:39]=1)CCC.